From a dataset of Peptide-MHC class II binding affinity with 134,281 pairs from IEDB. Regression. Given a peptide amino acid sequence and an MHC pseudo amino acid sequence, predict their binding affinity value. This is MHC class II binding data. (1) The peptide sequence is EGTKVTFHVEKGSNP. The MHC is HLA-DPA10103-DPB10401 with pseudo-sequence HLA-DPA10103-DPB10401. The binding affinity (normalized) is 0.0609. (2) The MHC is HLA-DQA10201-DQB10301 with pseudo-sequence HLA-DQA10201-DQB10301. The binding affinity (normalized) is 0.282. The peptide sequence is KLGEVSWEEEAEISG. (3) The peptide sequence is IGLLCVMASSALLWM. The MHC is DRB1_0701 with pseudo-sequence DRB1_0701. The binding affinity (normalized) is 0.488. (4) The peptide sequence is SWEYWGAQLNAMKPD. The MHC is HLA-DPA10201-DPB10501 with pseudo-sequence HLA-DPA10201-DPB10501. The binding affinity (normalized) is 0.533. (5) The peptide sequence is DKKCIEWEKAQHGAC. The MHC is HLA-DQA10401-DQB10402 with pseudo-sequence HLA-DQA10401-DQB10402. The binding affinity (normalized) is 0. (6) The peptide sequence is ERKYFAATQFEPLAA. The MHC is DRB1_1602 with pseudo-sequence DRB1_1602. The binding affinity (normalized) is 0.585. (7) The peptide sequence is FFRNVVWLIKKNSTYPT. The MHC is DRB4_0101 with pseudo-sequence DRB4_0103. The binding affinity (normalized) is 0.295.